This data is from Full USPTO retrosynthesis dataset with 1.9M reactions from patents (1976-2016). The task is: Predict the reactants needed to synthesize the given product. Given the product [F:1][C:2]([F:10])([F:11])[C:3]1[CH:8]=[CH:7][C:6]([O-:9])=[CH:5][CH:4]=1.[Na+:13], predict the reactants needed to synthesize it. The reactants are: [F:1][C:2]([F:11])([F:10])[C:3]1[CH:8]=[CH:7][C:6]([OH:9])=[CH:5][CH:4]=1.[H-].[Na+:13].